From a dataset of Cav3 T-type calcium channel HTS with 100,875 compounds. Binary Classification. Given a drug SMILES string, predict its activity (active/inactive) in a high-throughput screening assay against a specified biological target. (1) The result is 0 (inactive). The compound is O(C(C)(C)C)C(=O)C(NC(=O)c1[nH]cnc1C(=O)NC(Cc1ccccc1)C(OC(C)(C)C)=O)CCCCNC(OC(C)(C)C)=O. (2) The compound is O(C(=O)c1cc(NC(=O)c2noc(c2)C)cc(c1)C(OCC)=O)CC. The result is 0 (inactive). (3) The compound is S1\C(=C2/CCCC2)C(=O)NC1=S. The result is 0 (inactive). (4) The compound is Clc1cc(Cn2[nH]nc3c2nc(nc3=O)C2CCCN(C2)C(=O)Cc2sccc2)ccc1. The result is 0 (inactive). (5) The compound is O(\N=C1\c2c(N(C1=O)c1ccccc1)cccc2)C(=O)CC(C)C. The result is 0 (inactive). (6) The drug is n12nc(c3c(c1nnc2C)cccc3)c1c2c(ccc1)cccc2. The result is 0 (inactive). (7) The drug is S(=O)(=O)(N(CC(=O)N1CCOCC1)c1ccc(F)cc1)c1cc2OCCOc2cc1. The result is 0 (inactive).